This data is from Peptide-MHC class I binding affinity with 185,985 pairs from IEDB/IMGT. The task is: Regression. Given a peptide amino acid sequence and an MHC pseudo amino acid sequence, predict their binding affinity value. This is MHC class I binding data. (1) The peptide sequence is FTIQNNTKL. The MHC is H-2-Db with pseudo-sequence H-2-Db. The binding affinity (normalized) is 0.693. (2) The MHC is HLA-A02:06 with pseudo-sequence HLA-A02:06. The binding affinity (normalized) is 0.109. The peptide sequence is ETLFGSYIT. (3) The peptide sequence is TESESRLVNQI. The MHC is Mamu-B01 with pseudo-sequence Mamu-B01. The binding affinity (normalized) is 0. (4) The peptide sequence is VQGYERIMY. The MHC is HLA-A02:01 with pseudo-sequence HLA-A02:01. The binding affinity (normalized) is 0.0847. (5) The peptide sequence is QTFSVLACY. The MHC is HLA-A24:02 with pseudo-sequence HLA-A24:02. The binding affinity (normalized) is 0.